From a dataset of NCI-60 drug combinations with 297,098 pairs across 59 cell lines. Regression. Given two drug SMILES strings and cell line genomic features, predict the synergy score measuring deviation from expected non-interaction effect. (1) Drug 1: C1C(C(OC1N2C=NC3=C2NC=NCC3O)CO)O. Drug 2: CC1C(C(CC(O1)OC2CC(CC3=C2C(=C4C(=C3O)C(=O)C5=CC=CC=C5C4=O)O)(C(=O)C)O)N)O. Cell line: SK-MEL-2. Synergy scores: CSS=33.9, Synergy_ZIP=7.16, Synergy_Bliss=5.46, Synergy_Loewe=-37.0, Synergy_HSA=-1.48. (2) Drug 1: COC1=C(C=C2C(=C1)N=CN=C2NC3=CC(=C(C=C3)F)Cl)OCCCN4CCOCC4. Cell line: UACC-257. Drug 2: CC12CCC3C(C1CCC2O)C(CC4=C3C=CC(=C4)O)CCCCCCCCCS(=O)CCCC(C(F)(F)F)(F)F. Synergy scores: CSS=22.7, Synergy_ZIP=-2.13, Synergy_Bliss=7.24, Synergy_Loewe=7.73, Synergy_HSA=7.09. (3) Drug 1: CC(C)(C#N)C1=CC(=CC(=C1)CN2C=NC=N2)C(C)(C)C#N. Drug 2: COCCOC1=C(C=C2C(=C1)C(=NC=N2)NC3=CC=CC(=C3)C#C)OCCOC.Cl. Cell line: SN12C. Synergy scores: CSS=9.38, Synergy_ZIP=-6.40, Synergy_Bliss=-5.72, Synergy_Loewe=-0.908, Synergy_HSA=-0.698. (4) Drug 1: CNC(=O)C1=CC=CC=C1SC2=CC3=C(C=C2)C(=NN3)C=CC4=CC=CC=N4. Drug 2: C1=C(C(=O)NC(=O)N1)F. Cell line: M14. Synergy scores: CSS=31.0, Synergy_ZIP=0.888, Synergy_Bliss=-3.35, Synergy_Loewe=-6.68, Synergy_HSA=-6.40. (5) Drug 1: C1=CC=C(C=C1)NC(=O)CCCCCCC(=O)NO. Drug 2: CC1=C(N=C(N=C1N)C(CC(=O)N)NCC(C(=O)N)N)C(=O)NC(C(C2=CN=CN2)OC3C(C(C(C(O3)CO)O)O)OC4C(C(C(C(O4)CO)O)OC(=O)N)O)C(=O)NC(C)C(C(C)C(=O)NC(C(C)O)C(=O)NCCC5=NC(=CS5)C6=NC(=CS6)C(=O)NCCC[S+](C)C)O. Cell line: BT-549. Synergy scores: CSS=25.6, Synergy_ZIP=-6.46, Synergy_Bliss=-1.15, Synergy_Loewe=2.69, Synergy_HSA=3.26. (6) Drug 1: CS(=O)(=O)C1=CC(=C(C=C1)C(=O)NC2=CC(=C(C=C2)Cl)C3=CC=CC=N3)Cl. Drug 2: N.N.Cl[Pt+2]Cl. Cell line: BT-549. Synergy scores: CSS=0.269, Synergy_ZIP=-0.0481, Synergy_Bliss=0.0578, Synergy_Loewe=-1.78, Synergy_HSA=-1.38. (7) Drug 1: CC1=C(C=C(C=C1)C(=O)NC2=CC(=CC(=C2)C(F)(F)F)N3C=C(N=C3)C)NC4=NC=CC(=N4)C5=CN=CC=C5. Drug 2: CCC1(CC2CC(C3=C(CCN(C2)C1)C4=CC=CC=C4N3)(C5=C(C=C6C(=C5)C78CCN9C7C(C=CC9)(C(C(C8N6C)(C(=O)OC)O)OC(=O)C)CC)OC)C(=O)OC)O.OS(=O)(=O)O. Cell line: HOP-62. Synergy scores: CSS=4.75, Synergy_ZIP=-2.09, Synergy_Bliss=-3.30, Synergy_Loewe=-2.54, Synergy_HSA=-5.25. (8) Drug 1: CC1OCC2C(O1)C(C(C(O2)OC3C4COC(=O)C4C(C5=CC6=C(C=C35)OCO6)C7=CC(=C(C(=C7)OC)O)OC)O)O. Drug 2: COC1=NC(=NC2=C1N=CN2C3C(C(C(O3)CO)O)O)N. Cell line: RPMI-8226. Synergy scores: CSS=44.9, Synergy_ZIP=9.51, Synergy_Bliss=8.90, Synergy_Loewe=-21.2, Synergy_HSA=6.22.